Dataset: Catalyst prediction with 721,799 reactions and 888 catalyst types from USPTO. Task: Predict which catalyst facilitates the given reaction. (1) Reactant: CN(C=[N:5][S:6]([CH2:9][CH2:10][CH2:11][N:12]([S:38]([CH3:41])(=[O:40])=[O:39])[C:13]1[CH:18]=[CH:17][CH:16]=[C:15]([C:19]2[C:28]3[C:23](=[CH:24][C:25]([O:34][CH3:35])=[C:26]4[O:31][C:30]([CH3:33])([CH3:32])[CH2:29][C:27]4=3)[CH2:22][C:21]([CH3:37])([CH3:36])[N:20]=2)[CH:14]=1)(=[O:8])=[O:7])C.C(=O)([O-])O.[Na+].[ClH:47]. Product: [ClH:47].[CH3:41][S:38]([N:12]([C:13]1[CH:18]=[CH:17][CH:16]=[C:15]([C:19]2[C:28]3[C:23](=[CH:24][C:25]([O:34][CH3:35])=[C:26]4[O:31][C:30]([CH3:33])([CH3:32])[CH2:29][C:27]4=3)[CH2:22][C:21]([CH3:37])([CH3:36])[N:20]=2)[CH:14]=1)[CH2:11][CH2:10][CH2:9][S:6]([NH2:5])(=[O:8])=[O:7])(=[O:39])=[O:40]. The catalyst class is: 6. (2) Reactant: [C:1]([C:4]1[S:8][C:7]([N:9]2[CH2:14][CH2:13][N:12]([C:15]([O:17][C:18]([CH3:21])([CH3:20])[CH3:19])=[O:16])[CH2:11][CH2:10]2)=[N:6][CH:5]=1)(=O)[NH2:2].C(N(CC)CC)C.C(OC(C(F)(F)F)=O)(C(F)(F)F)=O.C([O-])(O)=O.[Na+]. Product: [C:1]([C:4]1[S:8][C:7]([N:9]2[CH2:14][CH2:13][N:12]([C:15]([O:17][C:18]([CH3:21])([CH3:20])[CH3:19])=[O:16])[CH2:11][CH2:10]2)=[N:6][CH:5]=1)#[N:2]. The catalyst class is: 1. (3) Reactant: Cl[CH2:2][C:3]([N:5]1[CH2:10][CH2:9][S:8][C:7]2[CH:11]=[CH:12][C:13]([N+:15]([O-:17])=[O:16])=[CH:14][C:6]1=2)=[O:4].Cl.C(OCC)C.[NH:24]1[CH2:28][CH2:27][CH2:26][CH2:25]1. Product: [N+:15]([C:13]1[CH:12]=[CH:11][C:7]2[S:8][CH2:9][CH2:10][N:5]([C:3](=[O:4])[CH2:2][N:24]3[CH2:28][CH2:27][CH2:26][CH2:25]3)[C:6]=2[CH:14]=1)([O-:17])=[O:16]. The catalyst class is: 872. (4) Product: [C:2]([C:4]1[CH:11]=[CH:10][C:7]([CH2:8][NH:9][C:19](=[O:20])[O:18][C:14]([CH3:17])([CH3:16])[CH3:15])=[CH:6][CH:5]=1)#[N:3]. The catalyst class is: 6. Reactant: Cl.[C:2]([C:4]1[CH:11]=[CH:10][C:7]([CH2:8][NH2:9])=[CH:6][CH:5]=1)#[N:3].[OH-].[Na+].[C:14]([O:18][C:19](O[C:19]([O:18][C:14]([CH3:17])([CH3:16])[CH3:15])=[O:20])=[O:20])([CH3:17])([CH3:16])[CH3:15]. (5) Reactant: C([O:5][C:6](=[O:31])[C:7]1[CH:12]=[CH:11][C:10]([C:13]2[CH2:17][C@:16]([C:22]3[CH:27]=[C:26]([Cl:28])[CH:25]=[C:24]([Cl:29])[CH:23]=3)([C:18]([F:21])([F:20])[F:19])[CH2:15][N:14]=2)=[CH:9][C:8]=1[CH3:30])(C)(C)C.FC(CC(O)=O)(F)F. Product: [Cl:29][C:24]1[CH:23]=[C:22]([C@@:16]2([C:18]([F:20])([F:21])[F:19])[CH2:15][N:14]=[C:13]([C:10]3[CH:11]=[CH:12][C:7]([C:6]([OH:31])=[O:5])=[C:8]([CH3:30])[CH:9]=3)[CH2:17]2)[CH:27]=[C:26]([Cl:28])[CH:25]=1. The catalyst class is: 4. (6) Reactant: [NH3:1].C[O:3][C:4]([C@@H:6]1[O:10][C:9](=[O:11])[N:8]([C:12]2[CH:13]=[C:14]3[C:18](=[CH:19][CH:20]=2)[N:17]([CH:21]2[CH2:23][CH2:22]2)[C:16](=[O:24])[CH2:15]3)[CH2:7]1)=O. Product: [CH:21]1([N:17]2[C:18]3[C:14](=[CH:13][C:12]([N:8]4[CH2:7][C@H:6]([C:4]([NH2:1])=[O:3])[O:10][C:9]4=[O:11])=[CH:20][CH:19]=3)[CH2:15][C:16]2=[O:24])[CH2:22][CH2:23]1. The catalyst class is: 5.